From a dataset of Forward reaction prediction with 1.9M reactions from USPTO patents (1976-2016). Predict the product of the given reaction. (1) Given the reactants [C:1]([O:5][C:6]([NH:8][C@H:9]([CH2:13][O:14][CH:15]([F:17])[F:16])[C:10]([OH:12])=O)=[O:7])([CH3:4])([CH3:3])[CH3:2].C(N(CC)CC)C.ClC(OCC(C)C)=O.[F:33][C:34]1[CH:41]=[CH:40][C:37]([CH2:38][NH2:39])=[CH:36][CH:35]=1, predict the reaction product. The product is: [F:16][CH:15]([F:17])[O:14][CH2:13][C@@H:9]([NH:8][C:6](=[O:7])[O:5][C:1]([CH3:2])([CH3:3])[CH3:4])[C:10]([NH:39][CH2:38][C:37]1[CH:40]=[CH:41][C:34]([F:33])=[CH:35][CH:36]=1)=[O:12]. (2) Given the reactants [CH3:1][CH:2]1[CH2:7][CH2:6][C:5]([N:8]2[CH:12]=[C:11]([C:13]([O:15]CC)=[O:14])[C:10]([N:18]([C:25]([C@H:27]3[CH2:32][CH2:31][C@H:30]([CH3:33])[CH2:29][CH2:28]3)=[O:26])C3CCCCO3)=[N:9]2)=[CH:4][CH2:3]1.[OH-:34].[Na+], predict the reaction product. The product is: [CH3:1][CH:2]1[CH2:7][CH2:6][C:5]([N:8]2[CH:12]=[C:11]([C:13]([OH:15])=[O:14])[C:10]([N:18]([C:25]([C@H:27]3[CH2:28][CH2:29][C@H:30]([CH3:33])[CH2:31][CH2:32]3)=[O:26])[CH:2]3[CH2:7][CH2:6][O:34][CH2:4][CH2:3]3)=[N:9]2)=[CH:4][CH2:3]1. (3) Given the reactants [NH2:1][C:2]1([CH2:20][CH2:21][OH:22])[C:15]2[CH:14]=[C:13]([O:16][CH3:17])[CH:12]=[C:11]([F:18])[C:10]=2[O:9][C:8]2[C:3]1=[CH:4][C:5]([Br:19])=[CH:6][CH:7]=2.[N+:23]([C:26]1[CH:36]=[CH:35][C:29]([C:30]([N:32]=[C:33]=S)=[O:31])=[CH:28][CH:27]=1)([O-:25])=[O:24].C(Cl)CCl.O, predict the reaction product. The product is: [Br:19][C:5]1[CH:4]=[C:3]2[C:8]([O:9][C:10]3[C:11]([F:18])=[CH:12][C:13]([O:16][CH3:17])=[CH:14][C:15]=3[C:2]32[CH2:20][CH2:21][O:22][C:33]([NH:32][C:30](=[O:31])[C:29]2[CH:28]=[CH:27][C:26]([N+:23]([O-:25])=[O:24])=[CH:36][CH:35]=2)=[N:1]3)=[CH:7][CH:6]=1.